Dataset: Peptide-MHC class I binding affinity with 185,985 pairs from IEDB/IMGT. Task: Regression. Given a peptide amino acid sequence and an MHC pseudo amino acid sequence, predict their binding affinity value. This is MHC class I binding data. (1) The peptide sequence is HVTRGAVLM. The MHC is HLA-A26:01 with pseudo-sequence HLA-A26:01. The binding affinity (normalized) is 0.215. (2) The peptide sequence is FPFKYAAAQ. The MHC is Mamu-B17 with pseudo-sequence Mamu-B17. The binding affinity (normalized) is 0.165. (3) The peptide sequence is WEAWWTEY. The MHC is HLA-B18:01 with pseudo-sequence HLA-B18:01. The binding affinity (normalized) is 0.934. (4) The peptide sequence is LPQGMVLSC. The MHC is HLA-B07:02 with pseudo-sequence HLA-B07:02. The binding affinity (normalized) is 0.206. (5) The peptide sequence is QLTPHTKAV. The MHC is HLA-A02:01 with pseudo-sequence HLA-A02:01. The binding affinity (normalized) is 0.371. (6) The peptide sequence is KLKHRDGFT. The MHC is HLA-A68:02 with pseudo-sequence HLA-A68:02. The binding affinity (normalized) is 0. (7) The peptide sequence is FYLCFLAFL. The MHC is Patr-A0701 with pseudo-sequence Patr-A0701. The binding affinity (normalized) is 0.449. (8) The peptide sequence is RQTGGFFRPW. The MHC is Mamu-B52 with pseudo-sequence Mamu-B52. The binding affinity (normalized) is 0.783.